Dataset: Full USPTO retrosynthesis dataset with 1.9M reactions from patents (1976-2016). Task: Predict the reactants needed to synthesize the given product. Given the product [CH3:1][O:2][C:3]1[CH:11]=[C:7]2[C:6]([C:12]([C:13]3[CH:18]=[CH:17][CH:16]=[C:15]([O:19][CH3:20])[CH:14]=3)=[N:23][NH:24][C:8]2=[O:9])=[CH:5][CH:4]=1, predict the reactants needed to synthesize it. The reactants are: [CH3:1][O:2][C:3]1[CH:4]=[CH:5][C:6]([C:12](=O)[C:13]2[CH:18]=[CH:17][CH:16]=[C:15]([O:19][CH3:20])[CH:14]=2)=[C:7]([CH:11]=1)[C:8](O)=[O:9].O.[NH2:23][NH2:24].